From a dataset of Forward reaction prediction with 1.9M reactions from USPTO patents (1976-2016). Predict the product of the given reaction. (1) Given the reactants [CH3:1][O:2][C:3]1[CH:8]=[C:7]([N+:9]([O-:11])=[O:10])[CH:6]=[CH:5][C:4]=1[S:12]([CH2:15][CH2:16][CH2:17][OH:18])(=[O:14])=[O:13].[CH3:19][S:20](Cl)(=[O:22])=[O:21], predict the reaction product. The product is: [CH3:19][S:20]([O:18][CH2:17][CH2:16][CH2:15][S:12]([C:4]1[CH:5]=[CH:6][C:7]([N+:9]([O-:11])=[O:10])=[CH:8][C:3]=1[O:2][CH3:1])(=[O:14])=[O:13])(=[O:22])=[O:21]. (2) Given the reactants Cl[C:2]1[CH:7]=[N:6][CH:5]=[C:4]([O:8][CH:9]2[CH2:14][CH2:13][NH:12][CH2:11][CH2:10]2)[N:3]=1.[CH3:15][O:16][C:17]1[CH:18]=[C:19]([CH:23]=[CH:24][CH:25]=1)[CH2:20][CH2:21][OH:22], predict the reaction product. The product is: [CH3:15][O:16][C:17]1[CH:18]=[C:19]([CH2:20][CH2:21][O:22][C:2]2[CH:7]=[N:6][CH:5]=[C:4]([O:8][CH:9]3[CH2:14][CH2:13][NH:12][CH2:11][CH2:10]3)[N:3]=2)[CH:23]=[CH:24][CH:25]=1. (3) Given the reactants [Cl:1][C:2]1[CH:3]=[CH:4][C:5]2[N:11]3[C:12]([CH3:15])=[N:13][N:14]=[C:10]3[CH:9]([CH2:16][CH2:17][C:18]([N:20]3[CH2:25][CH2:24][CH:23]([CH2:26][C:27]([O:29]CC)=[O:28])[CH2:22][CH2:21]3)=[O:19])[O:8][CH:7]([C:32]3[CH:37]=[CH:36][CH:35]=[C:34]([O:38][CH3:39])[C:33]=3[O:40][CH3:41])[C:6]=2[CH:42]=1.C(O)C.C(=O)([O-])[O-].[K+].[K+].Cl, predict the reaction product. The product is: [Cl:1][C:2]1[CH:3]=[CH:4][C:5]2[N:11]3[C:12]([CH3:15])=[N:13][N:14]=[C:10]3[CH:9]([CH2:16][CH2:17][C:18]([N:20]3[CH2:25][CH2:24][CH:23]([CH2:26][C:27]([OH:29])=[O:28])[CH2:22][CH2:21]3)=[O:19])[O:8][CH:7]([C:32]3[CH:37]=[CH:36][CH:35]=[C:34]([O:38][CH3:39])[C:33]=3[O:40][CH3:41])[C:6]=2[CH:42]=1. (4) Given the reactants [Cl:1][C:2]1[C:19]([Cl:20])=[CH:18][C:5]2[NH:6][C:7]([C:9]3([C:14]([F:17])([F:16])[F:15])[O:13][CH2:12][CH2:11][O:10]3)=[N:8][C:4]=2[CH:3]=1.[H-].[Na+].Br.Br[CH2:25][C:26]1[CH:31]=[CH:30][CH:29]=[CH:28][N:27]=1.[CH3:32]N(C=O)C, predict the reaction product. The product is: [Cl:1][C:2]1[C:19]([Cl:20])=[CH:18][C:5]2[N:6]([CH2:25][C:26]3[CH:31]=[CH:30][CH:29]=[CH:28][N:27]=3)[C:7]([C:9]3([C:14]([F:16])([F:15])[F:17])[O:10][CH2:11][CH:32]=[CH:12][O:13]3)=[N:8][C:4]=2[CH:3]=1. (5) Given the reactants Br[C:2]1[C:3]2[C:8]([CH:9]=[C:10]3[C:15]=1[CH:14]=[CH:13][CH:12]=[CH:11]3)=[CH:7][CH:6]=[CH:5][CH:4]=2.[CH2:16]([O:18][C:19]1[C:28]2[C:23](=[CH:24][CH:25]=[CH:26][CH:27]=2)[C:22](B(O)O)=[CH:21][CH:20]=1)[CH3:17].P([O-])([O-])([O-])=O.[K+].[K+].[K+].C1(C(=CC(=CC=1)C)C)C, predict the reaction product. The product is: [CH2:16]([O:18][C:19]1[C:28]2[C:23](=[CH:24][CH:25]=[CH:26][CH:27]=2)[C:22]([C:2]2[C:15]3[C:10]([CH:9]=[C:8]4[C:3]=2[CH:4]=[CH:5][CH:6]=[CH:7]4)=[CH:11][CH:12]=[CH:13][CH:14]=3)=[CH:21][CH:20]=1)[CH3:17]. (6) Given the reactants [OH:1][C:2]1[CH:9]=[CH:8][C:5]([CH:6]=[O:7])=[CH:4][C:3]=1[CH3:10].Br[CH2:12][CH3:13], predict the reaction product. The product is: [CH2:12]([O:1][C:2]1[CH:9]=[CH:8][C:5]([CH:6]=[O:7])=[CH:4][C:3]=1[CH3:10])[CH3:13]. (7) Given the reactants [C:1]([O:5][C:6]([N:8]1[CH2:12][C@@H:11]([CH2:13][N:14]([CH:31]([CH3:33])[CH3:32])[C:15](=[O:30])[C:16]2[CH:21]=[CH:20][C:19]([O:22][CH3:23])=[C:18]([O:24][CH2:25][CH2:26][CH2:27][O:28][CH3:29])[CH:17]=2)[C@H:10]([CH2:34][OH:35])[CH2:9]1)=[O:7])([CH3:4])([CH3:3])[CH3:2].ClC(Cl)(O[C:40](=[O:46])OC(Cl)(Cl)Cl)Cl.[CH2:48]([NH:50][CH2:51][C:52]1[CH:57]=[CH:56][CH:55]=[CH:54][CH:53]=1)[CH3:49].C([O-])(O)=O.[Na+], predict the reaction product. The product is: [C:1]([O:5][C:6]([N:8]1[CH2:12][C@@H:11]([CH2:13][N:14]([CH:31]([CH3:32])[CH3:33])[C:15](=[O:30])[C:16]2[CH:21]=[CH:20][C:19]([O:22][CH3:23])=[C:18]([O:24][CH2:25][CH2:26][CH2:27][O:28][CH3:29])[CH:17]=2)[C@H:10]([CH2:34][O:35][C:40](=[O:46])[N:50]([CH2:51][C:52]2[CH:57]=[CH:56][CH:55]=[CH:54][CH:53]=2)[CH2:48][CH3:49])[CH2:9]1)=[O:7])([CH3:4])([CH3:3])[CH3:2].